From a dataset of Forward reaction prediction with 1.9M reactions from USPTO patents (1976-2016). Predict the product of the given reaction. (1) Given the reactants [Si:1]([CH:8]1[C:12](=[CH:13][O:14][Si](C(C)(C)C)(C)C)[C:11]2[CH:22]=[CH:23][C:24]([O:26][CH3:27])=[CH:25][C:10]=2[O:9]1)([C:4]([CH3:7])([CH3:6])[CH3:5])([CH3:3])[CH3:2].Cl, predict the reaction product. The product is: [Si:1]([C:8]1[O:9][C:10]2[CH:25]=[C:24]([O:26][CH3:27])[CH:23]=[CH:22][C:11]=2[C:12]=1[CH:13]=[O:14])([C:4]([CH3:7])([CH3:6])[CH3:5])([CH3:2])[CH3:3]. (2) The product is: [CH3:1][C:2]1[N:7]=[C:6]2[S:8][C:9]3[CH2:14][CH2:13][CH2:12][CH2:11][C:10]=3[C:5]2=[C:4]([S:15][C:16]2[CH:17]=[CH:18][CH:19]=[CH:20][CH:21]=2)[C:3]=1[CH:22]([O:27][C:28]([CH3:31])([CH3:30])[CH3:29])[C:23]([OH:25])=[O:24]. Given the reactants [CH3:1][C:2]1[N:7]=[C:6]2[S:8][C:9]3[CH2:14][CH2:13][CH2:12][CH2:11][C:10]=3[C:5]2=[C:4]([S:15][C:16]2[CH:21]=[CH:20][CH:19]=[CH:18][CH:17]=2)[C:3]=1[CH:22]([O:27][C:28]([CH3:31])([CH3:30])[CH3:29])[C:23]([O:25]C)=[O:24].[OH-].[Na+], predict the reaction product. (3) Given the reactants [CH3:1][C:2]1[CH:10]=[C:9]([C:11]([F:14])([F:13])[F:12])[CH:8]=[CH:7][C:3]=1[C:4]([OH:6])=O.C[O:16][C:17](=[O:36])[CH2:18][CH2:19][C:20]1[CH:25]=[CH:24][C:23]([O:26][C:27]2[CH:32]=[CH:31][CH:30]=[C:29]([CH2:33][NH2:34])[CH:28]=2)=[CH:22][C:21]=1[CH3:35], predict the reaction product. The product is: [CH3:35][C:21]1[CH:22]=[C:23]([O:26][C:27]2[CH:32]=[CH:31][CH:30]=[C:29]([CH2:33][NH:34][C:4](=[O:6])[C:3]3[CH:7]=[CH:8][C:9]([C:11]([F:14])([F:13])[F:12])=[CH:10][C:2]=3[CH3:1])[CH:28]=2)[CH:24]=[CH:25][C:20]=1[CH2:19][CH2:18][C:17]([OH:36])=[O:16]. (4) Given the reactants FC1C=C2C(C(I)=CN2S(C2C=CC=CC=2)(=O)=O)=CC=1.[F:21][C:22]1[CH:30]=[C:29]2[C:25]([C:26]([C:40]3[CH:41]=[N:42][N:43]([CH:45]4[CH2:50][CH2:49][N:48]([S:51]([CH3:54])(=[O:53])=[O:52])[CH2:47][CH2:46]4)[CH:44]=3)=[CH:27][N:28]2S(C2C=CC=CC=2)(=O)=O)=[CH:24][CH:23]=1, predict the reaction product. The product is: [F:21][C:22]1[CH:30]=[C:29]2[C:25]([C:26]([C:40]3[CH:41]=[N:42][N:43]([CH:45]4[CH2:46][CH2:47][N:48]([S:51]([CH3:54])(=[O:52])=[O:53])[CH2:49][CH2:50]4)[CH:44]=3)=[CH:27][NH:28]2)=[CH:24][CH:23]=1. (5) Given the reactants [Br:1][C@H:2]1[C@H:8]2[C@H:5]([C:6](=[O:9])[O:7]2)[CH2:4][C@H:3]1[NH:10][C:11](=[O:17])[O:12][C:13]([CH3:16])([CH3:15])[CH3:14].[BH4-].[Li+], predict the reaction product. The product is: [Br:1][C@H:2]1[C@H:8]([OH:7])[C@H:5]([CH2:6][OH:9])[CH2:4][C@H:3]1[NH:10][C:11](=[O:17])[O:12][C:13]([CH3:15])([CH3:14])[CH3:16]. (6) Given the reactants CC1(C)C(C)(C)OB([C:9]2[CH:14]=[CH:13][CH:12]=[C:11]([B:15]3[O:19][C:18]([CH3:21])([CH3:20])[C:17]([CH3:23])([CH3:22])[O:16]3)[CH:10]=2)O1.Cl[C:26]1[N:31]=[C:30]([C:32]2[CH:37]=[CH:36][CH:35]=[CH:34][CH:33]=2)[CH:29]=[C:28]([C:38]2[CH:43]=[CH:42][CH:41]=[CH:40][CH:39]=2)[N:27]=1.C([O-])([O-])=O.[Na+].[Na+].CCO, predict the reaction product. The product is: [C:38]1([C:28]2[CH:29]=[C:30]([C:32]3[CH:33]=[CH:34][CH:35]=[CH:36][CH:37]=3)[N:31]=[C:26]([C:9]3[CH:14]=[CH:13][CH:12]=[C:11]([B:15]4[O:16][C:17]([CH3:22])([CH3:23])[C:18]([CH3:20])([CH3:21])[O:19]4)[CH:10]=3)[N:27]=2)[CH:43]=[CH:42][CH:41]=[CH:40][CH:39]=1. (7) Given the reactants O[C:2]([C:4]([F:7])(F)F)=O.[CH3:8][C:9]1[N:14]2[CH:15]=[C:16]([CH2:18][CH2:19][C:20]3[NH:21][CH:22]=[C:23]([C:25]4[S:26][CH:27]=[CH:28][CH:29]=4)[N:24]=3)[N:17]=[C:13]2[N:12]=[C:11]([CH3:30])[CH:10]=1.[H-].[Na+].BrCCF.CO, predict the reaction product. The product is: [F:7][CH2:4][CH2:2][N:21]1[CH:22]=[C:23]([C:25]2[S:26][CH:27]=[CH:28][CH:29]=2)[N:24]=[C:20]1[CH2:19][CH2:18][C:16]1[N:17]=[C:13]2[N:12]=[C:11]([CH3:30])[CH:10]=[C:9]([CH3:8])[N:14]2[CH:15]=1. (8) Given the reactants Br[CH2:2]/[CH:3]=[CH:4]/[C:5]([NH:7][C:8]1[CH:9]=[C:10]2[C:15](=[CH:16][C:17]=1[O:18][CH3:19])[N:14]=[CH:13][N:12]=[C:11]2[NH:20][C:21]1[CH:26]=[CH:25][C:24]([F:27])=[C:23]([Cl:28])[C:22]=1[F:29])=[O:6].[O:30]1[C@H:35]2[CH2:36][NH:37][CH2:38][C@H:34]2[O:33][CH2:32][CH2:31]1.CCN(C(C)C)C(C)C.O, predict the reaction product. The product is: [Cl:28][C:23]1[C:22]([F:29])=[C:21]([NH:20][C:11]2[C:10]3[C:15](=[CH:16][C:17]([O:18][CH3:19])=[C:8]([NH:7][C:5](=[O:6])/[CH:4]=[CH:3]/[CH2:2][N:37]4[CH2:36][C@H:35]5[O:30][CH2:31][CH2:32][O:33][C@H:34]5[CH2:38]4)[CH:9]=3)[N:14]=[CH:13][N:12]=2)[CH:26]=[CH:25][C:24]=1[F:27].